This data is from Reaction yield outcomes from USPTO patents with 853,638 reactions. The task is: Predict the reaction yield, written as a fraction of the theoretical maximum amount of product (1.0 means a 100% yield; for example, 0.34 means a 34% yield). (1) The reactants are [F:1][C:2]1[CH:7]=[CH:6][C:5]([C:8]2[CH:9]=[C:10]3[C:15](=[CH:16][CH:17]=2)[CH:14]=[C:13]([S:18]([O-:20])=[O:19])[CH:12]=[CH:11]3)=[CH:4][CH:3]=1.[Na+].Br[C:23]1[CH:28]=[CH:27][CH:26]=[CH:25][C:24]=1[C@@H:29]([OH:31])[CH3:30].N.O. The catalyst is CS(C)=O.[Cu]I. The product is [F:1][C:2]1[CH:7]=[CH:6][C:5]([C:8]2[CH:9]=[C:10]3[C:15](=[CH:16][CH:17]=2)[CH:14]=[C:13]([S:18]([C:23]2[CH:28]=[CH:27][CH:26]=[CH:25][C:24]=2[C@@H:29]([OH:31])[CH3:30])(=[O:20])=[O:19])[CH:12]=[CH:11]3)=[CH:4][CH:3]=1. The yield is 0.290. (2) The reactants are [Cl:1][C:2]1[CH:7]=[CH:6][C:5]([NH:8][C:9](=[O:14])[CH2:10][CH2:11][C:12]#[CH:13])=[CH:4][CH:3]=1.[O:15](C(OC(C)(C)C)=O)[C:16]([O:18][C:19]([CH3:22])([CH3:21])[CH3:20])=O. No catalyst specified. The product is [Cl:1][C:2]1[CH:3]=[CH:4][C:5]([N:8]([C:9](=[O:14])[CH2:10][CH2:11][C:12]#[CH:13])[C:16](=[O:15])[O:18][C:19]([CH3:22])([CH3:21])[CH3:20])=[CH:6][CH:7]=1. The yield is 0.940. (3) The catalyst is O1CCOCC1.C1C=CC([P]([Pd]([P](C2C=CC=CC=2)(C2C=CC=CC=2)C2C=CC=CC=2)([P](C2C=CC=CC=2)(C2C=CC=CC=2)C2C=CC=CC=2)[P](C2C=CC=CC=2)(C2C=CC=CC=2)C2C=CC=CC=2)(C2C=CC=CC=2)C2C=CC=CC=2)=CC=1. The reactants are [F:1][C:2]([F:29])([F:28])[C:3]1[CH:4]=[C:5]([C:13]([CH3:27])([CH3:26])[C:14]([N:16]([C:18]2[CH:19]=[N:20][C:21]([Cl:25])=[CH:22][C:23]=2I)[CH3:17])=[O:15])[CH:6]=[C:7]([C:9]([F:12])([F:11])[F:10])[CH:8]=1.[Cl:30][C:31]1[CH:36]=[C:35]([F:37])[CH:34]=[CH:33][C:32]=1B(O)O.C(=O)([O-])[O-].[Na+].[Na+]. The product is [F:1][C:2]([F:29])([F:28])[C:3]1[CH:4]=[C:5]([C:13]([CH3:27])([CH3:26])[C:14]([N:16]([C:18]2[CH:19]=[N:20][C:21]([Cl:25])=[CH:22][C:23]=2[C:32]2[CH:33]=[CH:34][C:35]([F:37])=[CH:36][C:31]=2[Cl:30])[CH3:17])=[O:15])[CH:6]=[C:7]([C:9]([F:12])([F:11])[F:10])[CH:8]=1. The yield is 0.960. (4) The reactants are [F:1][C:2]1[CH:7]=[CH:6][C:5]([CH3:8])=[C:4]([N+:9]([O-:11])=[O:10])[CH:3]=1.S(=O)(=O)(O)O.C1C(=O)N([Br:24])C(=O)C1.O. The catalyst is FC(F)(F)C(O)=O. The product is [Br:24][C:6]1[CH:7]=[C:2]([F:1])[CH:3]=[C:4]([N+:9]([O-:11])=[O:10])[C:5]=1[CH3:8]. The yield is 1.00. (5) The reactants are BrBr.Br[CH2:4][C:5]([O:7][CH2:8][CH3:9])=[O:6].[Br:10][C:11]1[CH:12]=[C:13]2[C:23](=[CH:24][CH:25]=1)[O:22][C:16]1[CH:17]=[N:18][C:19]([Cl:21])=[CH:20][C:15]=1[C:14]2=[O:26].C1COCC1. The catalyst is C(OCC)C.[Zn]. The product is [Br:10][C:11]1[CH:12]=[C:13]2[C:23](=[CH:24][CH:25]=1)[O:22][C:16]1[CH:17]=[N:18][C:19]([Cl:21])=[CH:20][C:15]=1[C:14]2([CH2:4][C:5]([O:7][CH2:8][CH3:9])=[O:6])[OH:26]. The yield is 0.970. (6) The reactants are Cl[C:2]1[N:3]=[N+:4]([O-:12])[C:5]2[CH:11]=[CH:10][CH:9]=[CH:8][C:6]=2[N:7]=1.[NH2:13][CH2:14][CH2:15][CH2:16][N:17]([CH2:25][CH2:26][CH2:27][NH2:28])[C:18](=[O:24])[O:19][C:20]([CH3:23])([CH3:22])[CH3:21].CCN(CC)CC.[F:36][C:37]([F:48])([F:47])[C:38](O[C:38](=[O:39])[C:37]([F:48])([F:47])[F:36])=[O:39]. The catalyst is C(Cl)Cl.N1C=CC=CC=1. The product is [O-:12][N+:4]1[C:5]2[CH:11]=[CH:10][CH:9]=[CH:8][C:6]=2[N:7]=[C:2]([NH:13][CH2:14][CH2:15][CH2:16][N:17]([CH2:25][CH2:26][CH2:27][NH:28][C:38](=[O:39])[C:37]([F:48])([F:47])[F:36])[C:18](=[O:24])[O:19][C:20]([CH3:22])([CH3:23])[CH3:21])[N:3]=1. The yield is 0.220. (7) The reactants are [Cl:1][C:2]1[C:3]([NH:21][NH:22][C:23](=O)[CH2:24][C:25]([F:28])([F:27])[F:26])=[N:4][CH:5]=[N:6][C:7]=1[N:8]1[CH2:13][CH2:12][CH:11]([C:14]2[CH:19]=[CH:18][CH:17]=[CH:16][C:15]=2[F:20])[CH2:10][CH2:9]1.C1(P(C2C=CC=CC=2)C2C=CC=CC=2)C=CC=CC=1.N([Si](C)(C)C)=[N+]=[N-].CCOC(/N=N/C(OCC)=O)=O.C1(C)C=CC=CC=1. The catalyst is C(Cl)Cl. The product is [Cl:1][C:2]1[C:3]2[N:4]([C:23]([CH2:24][C:25]([F:28])([F:27])[F:26])=[N:22][N:21]=2)[CH:5]=[N:6][C:7]=1[N:8]1[CH2:13][CH2:12][CH:11]([C:14]2[CH:19]=[CH:18][CH:17]=[CH:16][C:15]=2[F:20])[CH2:10][CH2:9]1. The yield is 0.00682. (8) The reactants are Br[C:2]1[CH:3]=[C:4]([CH:22]=[C:23]([CH3:25])[N:24]=1)[C:5]([NH:7][CH:8]([C:10]1[CH:11]=[N:12][C:13]([O:16][CH2:17][C:18]([F:21])([F:20])[F:19])=[CH:14][CH:15]=1)[CH3:9])=[O:6].C([Sn](CCCC)(CCCC)[C:31]1[S:32][CH:33]=[CH:34][N:35]=1)CCC.CN(C)C=O. The catalyst is C(OCC)(=O)C.Cl[Pd](Cl)([P](C1C=CC=CC=1)(C1C=CC=CC=1)C1C=CC=CC=1)[P](C1C=CC=CC=1)(C1C=CC=CC=1)C1C=CC=CC=1. The product is [CH3:25][C:23]1[CH:22]=[C:4]([CH:3]=[C:2]([C:31]2[S:32][CH:33]=[CH:34][N:35]=2)[N:24]=1)[C:5]([NH:7][CH:8]([C:10]1[CH:11]=[N:12][C:13]([O:16][CH2:17][C:18]([F:21])([F:19])[F:20])=[CH:14][CH:15]=1)[CH3:9])=[O:6]. The yield is 0.110. (9) The reactants are [F:1][C:2]1[CH:3]=[C:4]([CH:16]=[C:17]([F:19])[CH:18]=1)[CH2:5][N:6]1[C:14]2[C:9](=[CH:10][CH:11]=[C:12]([NH2:15])[CH:13]=2)[CH:8]=[CH:7]1.[N+:20]([C:23]1[CH:28]=[CH:27][CH:26]=[CH:25][C:24]=1[S:29]Cl)([O-:22])=[O:21]. The catalyst is C(Cl)Cl. The product is [F:1][C:2]1[CH:3]=[C:4]([CH:16]=[C:17]([F:19])[CH:18]=1)[CH2:5][N:6]1[C:14]2[C:9](=[CH:10][CH:11]=[C:12]([NH2:15])[CH:13]=2)[C:8]([S:29][C:24]2[CH:25]=[CH:26][CH:27]=[CH:28][C:23]=2[N+:20]([O-:22])=[O:21])=[CH:7]1. The yield is 0.280.